Dataset: Tyrosyl-DNA phosphodiesterase HTS with 341,365 compounds. Task: Binary Classification. Given a drug SMILES string, predict its activity (active/inactive) in a high-throughput screening assay against a specified biological target. (1) The drug is O(C(C)C)C(=O)CCNc1n[nH]c(=O)[nH]c1=O. The result is 0 (inactive). (2) The molecule is S(=O)(=O)(c1c2c(n(CC(=O)N3CCCCC3)c1)cccc2)CC(=O)Nc1ccc(cc1)C(=O)N. The result is 0 (inactive). (3) The drug is O(c1c(c2[nH]ncc2CN(Cc2nonc2C)C)ccc(OC)c1)C. The result is 0 (inactive). (4) The drug is S(=O)(=O)(N(c1c(OC)cc(OC)cc1)C)c1c(onc1C)C. The result is 0 (inactive). (5) The molecule is S(=O)(=O)(Nc1cc(c(cc1)C)C)c1cc2N(CCOc2cc1)C. The result is 0 (inactive). (6) The drug is s1c2CCCCc2nc1NC(=O)CCCc1sccc1. The result is 0 (inactive). (7) The drug is S(=O)(=O)(NCc1[nH]c2c(n1)cccc2)c1ccc(cc1)C. The result is 0 (inactive). (8) The compound is S(c1n2c(=NC(CCC(=O)NCc3ccc(F)cc3)C2=O)c2c(n1)cccc2)CC(=O)NCC1OCCC1. The result is 0 (inactive). (9) The compound is Brc1c(c2oc(nn2)CSc2n3c(n(CCC)c(=O)c4c3cccc4)nn2)cccc1. The result is 0 (inactive). (10) The drug is O(c1cc(NC(=O)c2noc(c2)C)ccc1OC)C. The result is 0 (inactive).